From a dataset of Reaction yield outcomes from USPTO patents with 853,638 reactions. Predict the reaction yield, written as a fraction of the theoretical maximum amount of product (1.0 means a 100% yield; for example, 0.34 means a 34% yield). (1) The reactants are [BH4-].[Na+].[CH2:3]([N:10]1[CH2:15][CH:14]=[C:13]([C:16]2[CH:21]=[CH:20][CH:19]=[CH:18][C:17]=2[O:22][CH3:23])[CH2:12][CH2:11]1)[C:4]1[CH:9]=[CH:8][CH:7]=[CH:6][CH:5]=1.B(F)(F)F.CC[O:30]CC.[OH-].[Na+].OO.Cl. The catalyst is COCCOCCOC.O. The product is [CH2:3]([N:10]1[CH2:11][CH2:12][CH:13]([C:16]2[CH:21]=[CH:20][CH:19]=[CH:18][C:17]=2[O:22][CH3:23])[CH:14]([OH:30])[CH2:15]1)[C:4]1[CH:5]=[CH:6][CH:7]=[CH:8][CH:9]=1. The yield is 0.500. (2) The catalyst is CO. The reactants are [NH2:1][C:2]1[CH:10]=[CH:9][CH:8]=[C:7]([Cl:11])[C:3]=1[C:4]([OH:6])=[O:5].[CH2:12]=O.C[O-].[Na+].[BH4-].[Na+]. The product is [ClH:11].[Cl:11][C:7]1[CH:8]=[CH:9][CH:10]=[C:2]([NH:1][CH3:12])[C:3]=1[C:4]([OH:6])=[O:5]. The yield is 0.800. (3) The reactants are [BH4-].[Na+].[Br:3][C:4]1[CH:5]=[C:6]2[C:11](=[CH:12][CH:13]=1)[CH2:10][O:9][CH2:8][C:7]2=[O:14]. The product is [Br:3][C:4]1[CH:5]=[C:6]2[C:11](=[CH:12][CH:13]=1)[CH2:10][O:9][CH:8]=[C:7]2[OH:14]. The catalyst is C(O)C. The yield is 0.950.